Dataset: Forward reaction prediction with 1.9M reactions from USPTO patents (1976-2016). Task: Predict the product of the given reaction. (1) Given the reactants [C@H:1]1([NH2:11])[C:10]2[C:5](=[CH:6][CH:7]=[CH:8][CH:9]=2)[CH2:4][CH2:3][CH2:2]1.[C:12](Cl)(=[O:22])[C:13]1[C:14](=[CH:18][CH:19]=[CH:20][CH:21]=1)[C:15](Cl)=[O:16], predict the reaction product. The product is: [C@H:1]1([N:11]2[C:15](=[O:16])[C:14]3[C:13](=[CH:21][CH:20]=[CH:19][CH:18]=3)[C:12]2=[O:22])[C:10]2[C:5](=[CH:6][CH:7]=[CH:8][CH:9]=2)[CH2:4][CH2:3][CH2:2]1. (2) Given the reactants Cl.C(OC([N:9]1[CH2:14][C@H:13]([O:15][CH2:16][C:17]2[CH:26]=[C:25]([O:27][CH3:28])[C:24]3[C:19](=[CH:20][CH:21]=[CH:22][CH:23]=3)[CH:18]=2)[C@@H:12]([C:29]2[CH:34]=[CH:33][C:32]([O:35][CH2:36][CH2:37][CH2:38][O:39][CH2:40][C:41]3[CH:46]=[CH:45][CH:44]=[CH:43][C:42]=3[O:47][CH3:48])=[CH:31][CH:30]=2)[C@H:11]([CH2:49][OH:50])[CH2:10]1)=O)(C)(C)C, predict the reaction product. The product is: [CH3:48][O:47][C:42]1[CH:43]=[CH:44][CH:45]=[CH:46][C:41]=1[CH2:40][O:39][CH2:38][CH2:37][CH2:36][O:35][C:32]1[CH:31]=[CH:30][C:29]([C@@H:12]2[C@@H:13]([O:15][CH2:16][C:17]3[CH:26]=[C:25]([O:27][CH3:28])[C:24]4[C:19](=[CH:20][CH:21]=[CH:22][CH:23]=4)[CH:18]=3)[CH2:14][NH:9][CH2:10][C@H:11]2[CH2:49][OH:50])=[CH:34][CH:33]=1. (3) Given the reactants [Cl:1][C:2]1[CH:7]=[C:6]([O:8][CH3:9])[CH:5]=[CH:4][C:3]=1[F:10].[I:11]I, predict the reaction product. The product is: [Cl:1][C:2]1[CH:7]=[C:6]([O:8][CH3:9])[C:5]([I:11])=[CH:4][C:3]=1[F:10]. (4) Given the reactants O.[OH-].[Li+].[NH2:4][C:5]1[N:10]=[CH:9][N:8]=[C:7]2[N:11]([CH:15]([C:17]3[C:18]([O:36][CH3:37])=[C:19]([C:25]4[CH:30]=[CH:29][C:28]([C:31]([O:33]C)=[O:32])=[C:27]([F:35])[CH:26]=4)[C:20]([CH3:24])=[C:21]([Cl:23])[CH:22]=3)[CH3:16])[N:12]=[C:13]([CH3:14])[C:6]=12.Cl, predict the reaction product. The product is: [NH2:4][C:5]1[N:10]=[CH:9][N:8]=[C:7]2[N:11]([CH:15]([C:17]3[C:18]([O:36][CH3:37])=[C:19]([C:25]4[CH:30]=[CH:29][C:28]([C:31]([OH:33])=[O:32])=[C:27]([F:35])[CH:26]=4)[C:20]([CH3:24])=[C:21]([Cl:23])[CH:22]=3)[CH3:16])[N:12]=[C:13]([CH3:14])[C:6]=12. (5) Given the reactants [CH3:1][O:2][C:3]1[CH:8]=[CH:7][C:6]([O:9][CH3:10])=[CH:5][C:4]=1[NH:11][S:12]([C:15]1[CH:25]=[CH:24][C:18]([CH2:19][NH:20]C(=O)C)=[CH:17][CH:16]=1)(=[O:14])=[O:13].[ClH:26], predict the reaction product. The product is: [Cl-:26].[CH3:1][O:2][C:3]1[CH:8]=[CH:7][C:6]([O:9][CH3:10])=[CH:5][C:4]=1[NH:11][S:12]([C:15]1[CH:16]=[CH:17][C:18]([CH2:19][NH3+:20])=[CH:24][CH:25]=1)(=[O:14])=[O:13]. (6) Given the reactants [CH2:1]([O:3][CH:4]([O:17][CH2:18][CH3:19])[CH2:5][CH2:6][C:7]1[CH:8]=[C:9]([OH:16])[CH:10]=[CH:11][C:12]=1[N+:13]([O-:15])=[O:14])[CH3:2].[CH3:20][O:21][C:22](=[O:29])[CH2:23][CH2:24][CH2:25][CH2:26][CH2:27]Br, predict the reaction product. The product is: [CH3:20][O:21][C:22](=[O:29])[CH2:23][CH2:24][CH2:25][CH2:26][CH2:27][O:16][C:9]1[CH:10]=[CH:11][C:12]([N+:13]([O-:15])=[O:14])=[C:7]([CH2:6][CH2:5][CH:4]([O:3][CH2:1][CH3:2])[O:17][CH2:18][CH3:19])[CH:8]=1.